This data is from Full USPTO retrosynthesis dataset with 1.9M reactions from patents (1976-2016). The task is: Predict the reactants needed to synthesize the given product. Given the product [F:14][C:15]1[CH:29]=[CH:28][C:18]([C:19]([C:21]2[CH:26]=[CH:25][C:24]([F:27])=[CH:23][CH:22]=2)([OH:20])[CH2:5][CH3:6])=[CH:17][CH:16]=1, predict the reactants needed to synthesize it. The reactants are: [Cl-].[Ce+3].[Cl-].[Cl-].[CH2:5]1COC[CH2:6]1.C([Mg]Cl)C.[F:14][C:15]1[CH:29]=[CH:28][C:18]([C:19]([C:21]2[CH:26]=[CH:25][C:24]([F:27])=[CH:23][CH:22]=2)=[O:20])=[CH:17][CH:16]=1.